From a dataset of Reaction yield outcomes from USPTO patents with 853,638 reactions. Predict the reaction yield, written as a fraction of the theoretical maximum amount of product (1.0 means a 100% yield; for example, 0.34 means a 34% yield). (1) The reactants are [CH:1]1[N:6]2[CH:7]=[CH:8][CH:9]=[C:5]2[CH:4]=[C:3]([C:10]([O:12]CC)=[O:11])[N:2]=1. The catalyst is Cl. The product is [CH:1]1[N:6]2[CH:7]=[CH:8][CH:9]=[C:5]2[CH:4]=[C:3]([C:10]([OH:12])=[O:11])[N:2]=1. The yield is 1.00. (2) The reactants are F[C:2]1[CH:9]=[CH:8][C:7]([O:10][C:11]([F:14])([F:13])[F:12])=[CH:6][C:3]=1[C:4]#[N:5].[CH3:15][C:16]1[N:17]=[CH:18][NH:19][CH:20]=1.C(=O)([O-])[O-].[K+].[K+].CC1N(C2C=CC(OC(F)(F)F)=CC=2C#N)C=NC=1. No catalyst specified. The product is [CH3:15][C:16]1[N:17]=[CH:18][N:19]([C:2]2[CH:9]=[CH:8][C:7]([O:10][C:11]([F:14])([F:13])[F:12])=[CH:6][C:3]=2[C:4]#[N:5])[CH:20]=1. The yield is 1.00. (3) The reactants are Cl.[NH:2]1[C:6]([C:7]([NH:10][S:11]([C:14]2[CH:19]=[CH:18][C:17]([C:20]3[CH:25]=[CH:24][CH:23]=[C:22]([CH2:26][NH2:27])[CH:21]=3)=[CH:16][CH:15]=2)(=[O:13])=[O:12])([CH3:9])[CH3:8])=[CH:5][N:4]=[N:3]1.C(N(CC)CC)C.[CH2:35]1[CH2:39][O:38][CH2:37][CH2:36]1.O. No catalyst specified. The product is [NH:2]1[C:6]([C:7]([NH:10][S:11]([C:14]2[CH:15]=[CH:16][C:17]([C:20]3[CH:25]=[CH:24][CH:23]=[C:22]([CH2:26][NH:27][C:37]([CH:36]4[CH2:35][CH2:39]4)=[O:38])[CH:21]=3)=[CH:18][CH:19]=2)(=[O:13])=[O:12])([CH3:9])[CH3:8])=[CH:5][N:4]=[N:3]1. The yield is 0.420. (4) The reactants are [CH3:1][O:2][C:3](=[O:24])[C@@H:4]([NH:13][C:14](=[O:23])[C:15]1[CH:20]=[C:19]([Cl:21])[CH:18]=[CH:17][C:16]=1[NH2:22])[CH2:5][C:6]1[CH:11]=[CH:10][C:9]([Br:12])=[CH:8][CH:7]=1.[CH:25]1[C:34]2[C:29](=[CH:30][CH:31]=[CH:32][CH:33]=2)[CH:28]=[CH:27][C:26]=1[CH:35]=O.C(O[BH-](OC(=O)C)OC(=O)C)(=O)C.[Na+]. No catalyst specified. The product is [CH3:1][O:2][C:3](=[O:24])[CH:4]([NH:13][C:14](=[O:23])[C:15]1[CH:20]=[C:19]([Cl:21])[CH:18]=[CH:17][C:16]=1[NH:22][CH2:35][C:26]1[CH:27]=[CH:28][C:29]2[C:34](=[CH:33][CH:32]=[CH:31][CH:30]=2)[CH:25]=1)[CH2:5][C:6]1[CH:7]=[CH:8][C:9]([Br:12])=[CH:10][CH:11]=1. The yield is 0.800. (5) The reactants are [NH2:1][C:2]1[CH:7]=[CH:6][C:5]([O:8][C:9]([F:12])([F:11])[F:10])=[CH:4][C:3]=1[C:13]([C:15]1[CH:20]=[CH:19][C:18]([Cl:21])=[CH:17][CH:16]=1)=O.[F:22][C:23]([F:31])([F:30])[C:24](=[O:29])[CH2:25][C:26](=O)[CH3:27].C(O)(C)C. The catalyst is CCCCCCC.C(OCC)(=O)C. The product is [Cl:21][C:18]1[CH:19]=[CH:20][C:15]([C:13]2[C:3]3[C:2](=[CH:7][CH:6]=[C:5]([O:8][C:9]([F:12])([F:11])[F:10])[CH:4]=3)[N:1]=[C:26]([CH3:27])[C:25]=2[C:24](=[O:29])[C:23]([F:31])([F:30])[F:22])=[CH:16][CH:17]=1. The yield is 0.340. (6) The reactants are [OH:1][CH2:2][CH2:3][N:4]([CH2:27][CH2:28][OH:29])[C:5]1[CH:6]=[CH:7][C:8]([N:17]=[N:18][C:19]2[S:23][N:22]=[C:21]([CH3:24])[C:20]=2[C:25]#[N:26])=[C:9]([NH:11][C:12](=[O:16])[CH2:13][CH2:14][CH3:15])[CH:10]=1.C(=O)([O-])[O-].[K+].[K+].Cl[CH2:37][CH2:38][C:39](Cl)=[O:40].[O:42]1C[CH2:45][CH2:44][CH2:43]1. The catalyst is O. The product is [C:12]([NH:11][C:9]1[CH:10]=[C:5]([N:4]([CH2:27][CH2:28][O:29][C:43](=[O:42])[CH:44]=[CH2:45])[CH2:3][CH2:2][O:1][C:39](=[O:40])[CH:38]=[CH2:37])[CH:6]=[CH:7][C:8]=1[N:17]=[N:18][C:19]1[S:23][N:22]=[C:21]([CH3:24])[C:20]=1[C:25]#[N:26])(=[O:16])[CH2:13][CH2:14][CH3:15]. The yield is 0.520. (7) The reactants are [Si]([O:8][CH2:9][C@@H:10]([NH:17][S@](C(C)(C)C)=O)[C:11]1[CH:12]=[N:13][CH:14]=[CH:15][CH:16]=1)(C(C)(C)C)(C)C.[ClH:24]. The catalyst is CO. The product is [ClH:24].[ClH:24].[NH2:17][C@@H:10]([C:11]1[CH:12]=[N:13][CH:14]=[CH:15][CH:16]=1)[CH2:9][OH:8]. The yield is 0.160. (8) The reactants are [H-].[Na+].C([O:5][C:6](=O)[CH2:7][CH2:8][C:9]([C:11]1[CH:16]=[CH:15][CH:14]=[CH:13][C:12]=1[NH2:17])=[O:10])C.O. The catalyst is C1COCC1. The product is [NH:17]1[C:12]2[CH:13]=[CH:14][CH:15]=[CH:16][C:11]=2[C:9](=[O:10])[CH2:8][CH2:7][C:6]1=[O:5]. The yield is 0.810. (9) The reactants are [F:1][C:2]1[CH:10]=[CH:9][CH:8]=[C:7]([F:11])[C:3]=1[C:4](Cl)=[O:5].[CH3:12][C:13]1[O:14][C:15]2[CH:28]=[CH:27][CH:26]=[CH:25][C:16]=2[C:17]=1[C:18]1[CH:19]=[CH:20][C:21]([NH2:24])=[N:22][CH:23]=1.CCN(C(C)C)C(C)C. The catalyst is ClCCl.O1CCCC1.CO.[OH-].[Na+]. The product is [F:1][C:2]1[CH:10]=[CH:9][CH:8]=[C:7]([F:11])[C:3]=1[C:4]([NH:24][C:21]1[CH:20]=[CH:19][C:18]([C:17]2[C:16]3[CH:25]=[CH:26][CH:27]=[CH:28][C:15]=3[O:14][C:13]=2[CH3:12])=[CH:23][N:22]=1)=[O:5]. The yield is 0.730.